This data is from Forward reaction prediction with 1.9M reactions from USPTO patents (1976-2016). The task is: Predict the product of the given reaction. (1) Given the reactants [C:1]([O:5][C:6]([NH:8][C@@H:9]([C:17]([OH:19])=O)[CH2:10][C:11]1[CH:16]=[CH:15][CH:14]=[CH:13][CH:12]=1)=[O:7])([CH3:4])([CH3:3])[CH3:2].CCN(C(C)C)C(C)C.CN(C(ON1N=NC2C=CC=CC1=2)=[N+](C)C)C.F[P-](F)(F)(F)(F)F.Cl.[CH3:54][O:55][C:56]1[CH:57]=[C:58]([C:64]2[CH2:65][C:66]([CH2:79][CH3:80])([CH2:77][CH3:78])[C:67](=[O:76])[N:68]([CH:70]3[CH2:75][CH2:74][NH:73][CH2:72][CH2:71]3)[N:69]=2)[CH:59]=[CH:60][C:61]=1[O:62][CH3:63], predict the reaction product. The product is: [CH3:54][O:55][C:56]1[CH:57]=[C:58]([C:64]2[CH2:65][C:66]([CH2:77][CH3:78])([CH2:79][CH3:80])[C:67](=[O:76])[N:68]([CH:70]3[CH2:75][CH2:74][N:73]([C:17](=[O:19])[C@H:9]([NH:8][C:6](=[O:7])[O:5][C:1]([CH3:2])([CH3:3])[CH3:4])[CH2:10][C:11]4[CH:12]=[CH:13][CH:14]=[CH:15][CH:16]=4)[CH2:72][CH2:71]3)[N:69]=2)[CH:59]=[CH:60][C:61]=1[O:62][CH3:63]. (2) Given the reactants [CH3:1][C:2]1[CH:11]=[CH:10][C:9]2[CH2:8][CH2:7][CH2:6][CH:5]([NH2:12])[C:4]=2[N:3]=1.C[CH2:14][O:15][C:16]([CH3:18])=[O:17].[O:19](C(C)C)C(C)C.CO.[CH2:28]([Cl:30])[Cl:29], predict the reaction product. The product is: [CH2:28]([Cl:30])[Cl:29].[CH3:14][OH:15].[NH4+:3].[OH-:19].[CH3:1][C:2]1[CH:11]=[CH:10][C:9]2[CH2:8][CH2:7][CH2:6][C@@H:5]([NH:12][C:16](=[O:17])[CH3:18])[C:4]=2[N:3]=1. (3) Given the reactants Cl.Cl.[NH2:3]N.C[N:6](/[CH:8]=[N:9]/[C:10]([C:12]1([C:18]2[CH:23]=[CH:22][CH:21]=[C:20]([S:24][C:25]3[CH:30]=[CH:29][C:28]([N:31]4[C:35](=[O:36])[NH:34][C:33]([CH3:37])=[N:32]4)=[CH:27][CH:26]=3)[CH:19]=2)[CH2:17][CH2:16][O:15][CH2:14][CH2:13]1)=O)C.C(O)(=O)C.CO, predict the reaction product. The product is: [CH3:37][C:33]1[NH:34][C:35](=[O:36])[N:31]([C:28]2[CH:29]=[CH:30][C:25]([S:24][C:20]3[CH:21]=[CH:22][CH:23]=[C:18]([C:12]4([C:10]5[NH:9][CH:8]=[N:6][N:3]=5)[CH2:13][CH2:14][O:15][CH2:16][CH2:17]4)[CH:19]=3)=[CH:26][CH:27]=2)[N:32]=1. (4) Given the reactants [C:1]([CH:9]1[CH2:13][CH2:12][N:11]([C:14]([O:16][C:17]([CH3:20])([CH3:19])[CH3:18])=[O:15])[CH2:10]1)(=[O:8])[C:2]1[CH:7]=[CH:6][CH:5]=[CH:4][CH:3]=1.[BH4-].[Na+], predict the reaction product. The product is: [OH:8][CH:1]([C:2]1[CH:3]=[CH:4][CH:5]=[CH:6][CH:7]=1)[CH:9]1[CH2:13][CH2:12][N:11]([C:14]([O:16][C:17]([CH3:19])([CH3:20])[CH3:18])=[O:15])[CH2:10]1. (5) Given the reactants [Br:1][C:2]1[CH:3]=[CH:4][C:5]([F:9])=[C:6]([OH:8])[CH:7]=1.[CH3:10][N:11]([CH3:15])[CH2:12][CH2:13]Cl.Cl.C([O-])([O-])=O.[K+].[K+].C([O-])(O)=O.[Na+], predict the reaction product. The product is: [Br:1][C:2]1[CH:3]=[CH:4][C:5]([F:9])=[C:6]([CH:7]=1)[O:8][CH2:13][CH2:12][N:11]([CH3:15])[CH3:10]. (6) Given the reactants [O:1]1[C:6]2[CH:7]=[CH:8][C:9]([C:11]3[C:16](F)=[CH:15][CH:14]=[C:13]([C:18]([F:21])([F:20])[F:19])[C:12]=3[C:22](=[O:26])[C:23]([OH:25])=[O:24])=[CH:10][C:5]=2[CH2:4][CH2:3][CH2:2]1.[N+:27]([C:30]1[CH:34]=[CH:33][NH:32][N:31]=1)([O-:29])=[O:28].[H-].[Na+].Cl.[CH3:38][Si](C=[N+]=[N-])(C)C.C(OCC)C, predict the reaction product. The product is: [O:1]1[C:6]2[CH:7]=[CH:8][C:9]([C:11]3[C:16]([N:32]4[CH:33]=[CH:34][C:30]([N+:27]([O-:29])=[O:28])=[N:31]4)=[CH:15][CH:14]=[C:13]([C:18]([F:20])([F:19])[F:21])[C:12]=3[C:22](=[O:26])[C:23]([O:25][CH3:38])=[O:24])=[CH:10][C:5]=2[CH2:4][CH2:3][CH2:2]1. (7) Given the reactants Cl.[C:2]([O:5][C:6]1[CH:7]=[C:8]([CH:23]=[CH:24][C:25]=1[CH3:26])[NH:9][C:10]1[C:19]2[C:14](=[CH:15][C:16]([OH:22])=[C:17]([O:20][CH3:21])[CH:18]=2)[N:13]=[CH:12][N:11]=1)(=[O:4])[CH3:3].Br.Br[CH2:29][C:30]1[CH:31]=[N:32][CH:33]=[CH:34][CH:35]=1, predict the reaction product. The product is: [C:2]([O:5][C:6]1[CH:7]=[C:8]([CH:23]=[CH:24][C:25]=1[CH3:26])[NH:9][C:10]1[C:19]2[C:14](=[CH:15][C:16]([O:22][CH2:29][C:30]3[CH:31]=[N:32][CH:33]=[CH:34][CH:35]=3)=[C:17]([O:20][CH3:21])[CH:18]=2)[N:13]=[CH:12][N:11]=1)(=[O:4])[CH3:3]. (8) Given the reactants C(OC(=O)[NH:7][C@:8]([CH2:31][OH:32])([CH3:30])[CH2:9][CH2:10][C:11]1[CH:16]=[CH:15][C:14]([O:17][CH2:18][CH2:19][CH2:20][C:21]([F:27])([F:26])[C:22]([F:25])([F:24])[F:23])=[C:13]([O:28][CH3:29])[CH:12]=1)(C)(C)C.[ClH:34], predict the reaction product. The product is: [ClH:34].[NH2:7][C@:8]([CH3:30])([CH2:9][CH2:10][C:11]1[CH:12]=[C:13]([O:28][CH3:29])[C:14]([O:17][CH2:18][CH2:19][CH2:20][C:21]([F:27])([F:26])[C:22]([F:25])([F:24])[F:23])=[C:15]([Cl:34])[CH:16]=1)[CH2:31][OH:32]. (9) Given the reactants [S:1]1[C:5]2[CH:6]=[C:7]([C:10]([NH:12][NH:13]C(OC(C)(C)C)=O)=[O:11])[CH:8]=[CH:9][C:4]=2[N:3]=[CH:2]1.[F:21][C:22]([F:27])([F:26])[C:23]([OH:25])=[O:24], predict the reaction product. The product is: [F:21][C:22]([F:27])([F:26])[C:23]([OH:25])=[O:24].[S:1]1[C:5]2[CH:6]=[C:7]([C:10]([NH:12][NH2:13])=[O:11])[CH:8]=[CH:9][C:4]=2[N:3]=[CH:2]1. (10) Given the reactants [Br:1][C:2]1[CH:3]=[C:4]([C:8]2([C:14]3[CH:19]=[CH:18][C:17]([O:20][CH:21]([F:23])[F:22])=[C:16]([CH3:24])[CH:15]=3)[CH2:12][O:11]C(=O)[NH:9]2)[CH:5]=[CH:6][CH:7]=1.C(O)C.[OH-].[Li+], predict the reaction product. The product is: [NH2:9][C:8]([C:4]1[CH:5]=[CH:6][CH:7]=[C:2]([Br:1])[CH:3]=1)([C:14]1[CH:19]=[CH:18][C:17]([O:20][CH:21]([F:22])[F:23])=[C:16]([CH3:24])[CH:15]=1)[CH2:12][OH:11].